Task: Regression. Given two drug SMILES strings and cell line genomic features, predict the synergy score measuring deviation from expected non-interaction effect.. Dataset: NCI-60 drug combinations with 297,098 pairs across 59 cell lines (1) Drug 1: CC1C(C(CC(O1)OC2CC(OC(C2O)C)OC3=CC4=CC5=C(C(=O)C(C(C5)C(C(=O)C(C(C)O)O)OC)OC6CC(C(C(O6)C)O)OC7CC(C(C(O7)C)O)OC8CC(C(C(O8)C)O)(C)O)C(=C4C(=C3C)O)O)O)O. Drug 2: C1C(C(OC1N2C=NC(=NC2=O)N)CO)O. Cell line: A498. Synergy scores: CSS=45.8, Synergy_ZIP=3.16, Synergy_Bliss=0.535, Synergy_Loewe=-5.18, Synergy_HSA=-3.52. (2) Drug 1: C1CN1C2=NC(=NC(=N2)N3CC3)N4CC4. Drug 2: C1=CC(=CC=C1CCCC(=O)O)N(CCCl)CCCl. Cell line: SNB-19. Synergy scores: CSS=27.5, Synergy_ZIP=-5.93, Synergy_Bliss=-1.67, Synergy_Loewe=-4.37, Synergy_HSA=-0.362. (3) Drug 1: CCC1=CC2CC(C3=C(CN(C2)C1)C4=CC=CC=C4N3)(C5=C(C=C6C(=C5)C78CCN9C7C(C=CC9)(C(C(C8N6C)(C(=O)OC)O)OC(=O)C)CC)OC)C(=O)OC.C(C(C(=O)O)O)(C(=O)O)O. Drug 2: CC12CCC3C(C1CCC2O)C(CC4=C3C=CC(=C4)O)CCCCCCCCCS(=O)CCCC(C(F)(F)F)(F)F. Cell line: COLO 205. Synergy scores: CSS=33.9, Synergy_ZIP=3.16, Synergy_Bliss=7.14, Synergy_Loewe=-17.1, Synergy_HSA=5.92. (4) Drug 1: C1=CC(=CC=C1CCC2=CNC3=C2C(=O)NC(=N3)N)C(=O)NC(CCC(=O)O)C(=O)O. Drug 2: CC1=C(C=C(C=C1)C(=O)NC2=CC(=CC(=C2)C(F)(F)F)N3C=C(N=C3)C)NC4=NC=CC(=N4)C5=CN=CC=C5. Cell line: ACHN. Synergy scores: CSS=26.9, Synergy_ZIP=2.27, Synergy_Bliss=3.09, Synergy_Loewe=-4.05, Synergy_HSA=2.28. (5) Drug 1: CN1CCC(CC1)COC2=C(C=C3C(=C2)N=CN=C3NC4=C(C=C(C=C4)Br)F)OC. Drug 2: CC(C1=C(C=CC(=C1Cl)F)Cl)OC2=C(N=CC(=C2)C3=CN(N=C3)C4CCNCC4)N. Cell line: MDA-MB-435. Synergy scores: CSS=12.3, Synergy_ZIP=-3.18, Synergy_Bliss=2.91, Synergy_Loewe=-7.69, Synergy_HSA=-1.17. (6) Drug 1: C1=NC2=C(N1)C(=S)N=CN2. Drug 2: CN(C(=O)NC(C=O)C(C(C(CO)O)O)O)N=O. Cell line: SN12C. Synergy scores: CSS=20.9, Synergy_ZIP=-4.41, Synergy_Bliss=3.52, Synergy_Loewe=-15.2, Synergy_HSA=0.583. (7) Synergy scores: CSS=2.54, Synergy_ZIP=-2.49, Synergy_Bliss=-4.41, Synergy_Loewe=-30.5, Synergy_HSA=-5.16. Drug 1: C1=NC2=C(N=C(N=C2N1C3C(C(C(O3)CO)O)F)Cl)N. Drug 2: CN(CCCl)CCCl.Cl. Cell line: NCI/ADR-RES. (8) Drug 1: CS(=O)(=O)C1=CC(=C(C=C1)C(=O)NC2=CC(=C(C=C2)Cl)C3=CC=CC=N3)Cl. Drug 2: CCC1(CC2CC(C3=C(CCN(C2)C1)C4=CC=CC=C4N3)(C5=C(C=C6C(=C5)C78CCN9C7C(C=CC9)(C(C(C8N6C=O)(C(=O)OC)O)OC(=O)C)CC)OC)C(=O)OC)O.OS(=O)(=O)O. Cell line: OVCAR3. Synergy scores: CSS=51.3, Synergy_ZIP=15.7, Synergy_Bliss=16.2, Synergy_Loewe=-2.62, Synergy_HSA=15.3.